Dataset: Reaction yield outcomes from USPTO patents with 853,638 reactions. Task: Predict the reaction yield, written as a fraction of the theoretical maximum amount of product (1.0 means a 100% yield; for example, 0.34 means a 34% yield). (1) The reactants are [C:1]([O:4][CH2:5][C:6]1[C:11]([N:12]2[CH2:24][CH2:23][C:22]3[N:21]4[C:16]([CH2:17][CH2:18][CH2:19][CH2:20]4)=[CH:15][C:14]=3[C:13]2=[O:25])=[CH:10][C:9]([F:26])=[CH:8][C:7]=1Br)(=[O:3])[CH3:2].[CH2:28]([C@H:30]1[CH2:35][N:34]([CH:36]2[CH2:39][O:38][CH2:37]2)[CH2:33][CH2:32][N:31]1[C:40]1[CH:41]=[CH:42][C:43]([NH:46][C:47]2[C:48](=[O:63])[N:49]([CH3:62])[CH:50]=[C:51](B3OC(C)(C)C(C)(C)O3)[CH:52]=2)=[N:44][CH:45]=1)[CH3:29].[O-]P([O-])([O-])=O.[K+].[K+].[K+].C([O-])(=O)C.[Na+]. The product is [C:1]([O:4][CH2:5][C:6]1[C:11]([N:12]2[CH2:24][CH2:23][C:22]3[N:21]4[C:16]([CH2:17][CH2:18][CH2:19][CH2:20]4)=[CH:15][C:14]=3[C:13]2=[O:25])=[CH:10][C:9]([F:26])=[CH:8][C:7]=1[C:51]1[CH:52]=[C:47]([NH:46][C:43]2[CH:42]=[CH:41][C:40]([N:31]3[CH2:32][CH2:33][N:34]([CH:36]4[CH2:37][O:38][CH2:39]4)[CH2:35][CH:30]3[CH2:28][CH3:29])=[CH:45][N:44]=2)[C:48](=[O:63])[N:49]([CH3:62])[CH:50]=1)(=[O:3])[CH3:2]. The yield is 0.530. The catalyst is C1C=CC(P(C2C=CC=CC=2)[C-]2C=CC=C2)=CC=1.C1C=CC(P(C2C=CC=CC=2)[C-]2C=CC=C2)=CC=1.Cl[Pd]Cl.[Fe+2].C(#N)C.O. (2) The reactants are [C-:1]#[N:2].[K+].Br[CH2:5][C:6]1[CH:11]=[CH:10][C:9]([Cl:12])=[C:8]([F:13])[CH:7]=1. The catalyst is CS(C)=O.O. The product is [Cl:12][C:9]1[CH:10]=[CH:11][C:6]([CH2:5][C:1]#[N:2])=[CH:7][C:8]=1[F:13]. The yield is 0.612. (3) The reactants are [F:1][C:2]([F:7])([F:6])[C:3]([OH:5])=[O:4].[CH2:8]([N:10]([CH2:12][C:13]1[S:17][CH:16]=[C:15]([C:18]2[CH:19]=[C:20]3[C:24](=[C:25]([C:27]([NH2:29])=[O:28])[CH:26]=2)[NH:23][CH:22]=[C:21]3[CH:30]2[CH2:35][CH2:34][N:33]([S:36]([CH2:39][CH3:40])(=[O:38])=[O:37])[CH2:32][CH2:31]2)[CH:14]=1)[CH3:11])[CH3:9].[CH3:41][NH:42][CH2:43][CH3:44]. No catalyst specified. The product is [F:1][C:2]([F:7])([F:6])[C:3]([OH:5])=[O:4].[CH2:39]([S:36]([N:33]1[CH2:34][CH2:35][CH:30]([C:21]2[C:20]3[C:24](=[C:25]([C:27]([NH2:29])=[O:28])[CH:26]=[C:18]([C:15]4[CH:14]=[C:13]([CH2:12][N:10]([CH3:11])[CH2:8][C:9]5[CH:41]=[N:42][CH:43]=[CH:44][CH:2]=5)[S:17][CH:16]=4)[CH:19]=3)[NH:23][CH:22]=2)[CH2:31][CH2:32]1)(=[O:37])=[O:38])[CH3:40]. The yield is 0.143. (4) The reactants are [CH3:1][O:2][C:3]1[CH:4]=[C:5]([CH:8]=[C:9]([O:13][CH3:14])[C:10]=1[O:11][CH3:12])[CH:6]=[O:7].[C-:15]#[C-:16].[Na+].[Na+]. The catalyst is C1COCC1. The product is [CH3:14][O:13][C:9]1[CH:8]=[C:5]([CH:6]([OH:7])[C:15]#[CH:16])[CH:4]=[C:3]([O:2][CH3:1])[C:10]=1[O:11][CH3:12]. The yield is 0.720. (5) No catalyst specified. The yield is 0.700. The product is [Cl:29][C:10]1[C:11]2[N:15]=[C:14]3[N:16]([C:20]4[C:21]([CH3:28])=[N:22][C:23]([O:26][CH3:27])=[CH:24][CH:25]=4)[CH2:17][CH2:18][CH2:19][N:13]3[C:12]=2[C:7]([C:5]([CH:2]2[CH2:3][CH2:4]2)([CH:32]2[CH2:33][CH2:34]2)[OH:6])=[CH:8][CH:9]=1. The reactants are C[C:2]1([C:5]([C:7]2[C:12]3[N:13]4[CH2:19][CH2:18][CH2:17][N:16]([C:20]5[C:21]([CH3:28])=[N:22][C:23]([O:26][CH3:27])=[CH:24][CH:25]=5)[C:14]4=[N:15][C:11]=3[C:10]([Cl:29])=[CH:9][CH:8]=2)=[O:6])[CH2:4][CH2:3]1.O1[CH2:34][CH2:33][CH2:32]C1. (6) The reactants are [OH:1][C:2]1[CH:10]=[CH:9][C:8]2[N:7]3[C@@H:11]([CH3:16])[CH2:12][NH:13][C:14](=[O:15])[C:6]3=[CH:5][C:4]=2[CH:3]=1.[CH:17]([N:20]1[CH2:25][CH2:24][CH:23](O)[CH2:22][CH2:21]1)([CH3:19])[CH3:18].C1(P(C2C=CC=CC=2)C2C=CC=CC=2)C=CC=CC=1.C(OC(N=NC(OC(C)(C)C)=O)=O)(C)(C)C. No catalyst specified. The product is [CH:17]([N:20]1[CH2:25][CH2:24][CH:23]([O:1][C:2]2[CH:10]=[CH:9][C:8]3[N:7]4[C@@H:11]([CH3:16])[CH2:12][NH:13][C:14](=[O:15])[C:6]4=[CH:5][C:4]=3[CH:3]=2)[CH2:22][CH2:21]1)([CH3:19])[CH3:18]. The yield is 0.520. (7) The reactants are [CH3:1][C:2]1[N:3]=[CH:4][N:5]([C:7]2[CH:13]=[CH:12][C:10]([NH2:11])=[CH:9][CH:8]=2)[CH:6]=1.[C:14]([NH:19][C:20](=[O:26])[O:21][C:22]([CH3:25])([CH3:24])[CH3:23])(=[O:18])/[CH:15]=[CH:16]/[CH3:17]. The catalyst is C(#N)C.O.O.O.O.O.O.[N+]([O-])([O-])=O.[Y+3].[N+]([O-])([O-])=O.[N+]([O-])([O-])=O. The product is [CH3:1][C:2]1[N:3]=[CH:4][N:5]([C:7]2[CH:13]=[CH:12][C:10]([NH:11][CH:16]([CH3:17])[CH2:15][C:14]([NH:19][C:20](=[O:26])[O:21][C:22]([CH3:25])([CH3:24])[CH3:23])=[O:18])=[CH:9][CH:8]=2)[CH:6]=1. The yield is 0.330.